This data is from Reaction yield outcomes from USPTO patents with 853,638 reactions. The task is: Predict the reaction yield, written as a fraction of the theoretical maximum amount of product (1.0 means a 100% yield; for example, 0.34 means a 34% yield). The yield is 0.670. The reactants are C(O[CH:5]([C:11]1[CH:20]=[CH:19][CH:18]=[C:17]2[C:12]=1[CH:13]=[CH:14][N:15]=[CH:16]2)[C:6]([O:8][CH2:9][CH3:10])=[O:7])(=O)C. The catalyst is C(O)C. The product is [CH:16]1[C:17]2[C:12](=[C:11]([CH2:5][C:6]([O:8][CH2:9][CH3:10])=[O:7])[CH:20]=[CH:19][CH:18]=2)[CH:13]=[CH:14][N:15]=1.